From a dataset of Peptide-MHC class I binding affinity with 185,985 pairs from IEDB/IMGT. Regression. Given a peptide amino acid sequence and an MHC pseudo amino acid sequence, predict their binding affinity value. This is MHC class I binding data. (1) The peptide sequence is LTALGNYIY. The MHC is Mamu-A01 with pseudo-sequence Mamu-A01. The binding affinity (normalized) is 0.445. (2) The peptide sequence is TGMRNVPEK. The MHC is HLA-A11:01 with pseudo-sequence HLA-A11:01. The binding affinity (normalized) is 0.499. (3) The peptide sequence is FRNLAYGRTCVLGK. The MHC is HLA-A11:01 with pseudo-sequence HLA-A11:01. The binding affinity (normalized) is 0.202. (4) The peptide sequence is CASSSDWFY. The MHC is HLA-B15:17 with pseudo-sequence HLA-B15:17. The binding affinity (normalized) is 0.0847. (5) The peptide sequence is VMRMGDLHY. The MHC is SLA-10701 with pseudo-sequence SLA-10701. The binding affinity (normalized) is 0.936. (6) The peptide sequence is ELNIVDEIIK. The MHC is HLA-A68:01 with pseudo-sequence HLA-A68:01. The binding affinity (normalized) is 0.272. (7) The peptide sequence is ILHAYCGIK. The MHC is HLA-A03:01 with pseudo-sequence HLA-A03:01. The binding affinity (normalized) is 0.677. (8) The peptide sequence is FRDLLFKL. The MHC is H-2-Kb with pseudo-sequence H-2-Kb. The binding affinity (normalized) is 0.274.